This data is from Full USPTO retrosynthesis dataset with 1.9M reactions from patents (1976-2016). The task is: Predict the reactants needed to synthesize the given product. (1) Given the product [ClH:34].[CH3:1][N:2]1[C:6]2=[N:7][C:8]([N:11]3[CH:16]=[CH:15][C:14]([O:17][CH2:18][C:19]4[CH:20]=[N:21][C:22]([C:25]([F:27])([F:26])[F:28])=[CH:23][CH:24]=4)=[CH:13][C:12]3=[O:29])=[CH:9][CH:10]=[C:5]2[C:4]2[CH2:30][NH:31][CH2:32][CH2:33][C:3]1=2, predict the reactants needed to synthesize it. The reactants are: [CH3:1][N:2]1[C:6]2=[N:7][C:8]([N:11]3[CH:16]=[CH:15][C:14]([O:17][CH2:18][C:19]4[CH:20]=[N:21][C:22]([C:25]([F:28])([F:27])[F:26])=[CH:23][CH:24]=4)=[CH:13][C:12]3=[O:29])=[CH:9][CH:10]=[C:5]2[C:4]2[CH2:30][NH:31][CH2:32][CH2:33][C:3]1=2.[ClH:34]. (2) Given the product [C:21]([O:25][C:26]([N:28]1[CH2:32][CH2:31][C@H:30]([O:33][C:34]2[CH:35]=[N:36][CH:37]=[C:38]([C:9]3[CH:10]=[C:11]4[C:16](=[CH:17][CH:18]=3)[NH:15][C:14](=[O:19])[CH2:13][CH2:12]4)[CH:39]=2)[CH2:29]1)=[O:27])([CH3:24])([CH3:22])[CH3:23], predict the reactants needed to synthesize it. The reactants are: CC1(C)C(C)(C)OB([C:9]2[CH:10]=[C:11]3[C:16](=[CH:17][CH:18]=2)[NH:15][C:14](=[O:19])[CH2:13][CH2:12]3)O1.[C:21]([O:25][C:26]([N:28]1[CH2:32][CH2:31][C@H:30]([O:33][C:34]2[CH:35]=[N:36][CH:37]=[C:38](Br)[CH:39]=2)[CH2:29]1)=[O:27])([CH3:24])([CH3:23])[CH3:22]. (3) Given the product [CH3:21][C:14]1([CH3:22])[C:13]2[C:18](=[CH:19][CH:20]=[C:11]([CH:5]([CH2:6][CH2:7][CH2:8][CH2:9][CH3:10])[CH:4]=[O:23])[CH:12]=2)[S:17][CH2:16][CH2:15]1, predict the reactants needed to synthesize it. The reactants are: CON(C)[C:4](=[O:23])[CH:5]([C:11]1[CH:12]=[C:13]2[C:18](=[CH:19][CH:20]=1)[S:17][CH2:16][CH2:15][C:14]2([CH3:22])[CH3:21])[CH2:6][CH2:7][CH2:8][CH2:9][CH3:10].[H-].[Al+3].[Li+].[H-].[H-].[H-].OS([O-])(=O)=O.[K+]. (4) Given the product [NH:21]1[C:17]([CH:13]2[CH2:14][CH2:15][CH2:16][NH:11][CH2:12]2)=[N:18][N:19]=[N:20]1, predict the reactants needed to synthesize it. The reactants are: C(OC([N:11]1[CH2:16][CH2:15][CH2:14][CH:13]([C:17]2[NH:21][N:20]=[N:19][N:18]=2)[CH2:12]1)=O)C1C=CC=CC=1.[H][H].